From a dataset of Peptide-MHC class I binding affinity with 185,985 pairs from IEDB/IMGT. Regression. Given a peptide amino acid sequence and an MHC pseudo amino acid sequence, predict their binding affinity value. This is MHC class I binding data. (1) The peptide sequence is VMGIITGCPT. The MHC is Mamu-A11 with pseudo-sequence Mamu-A11. The binding affinity (normalized) is 0. (2) The peptide sequence is SPSYVKYRY. The MHC is HLA-B51:01 with pseudo-sequence HLA-B51:01. The binding affinity (normalized) is 0.0309. (3) The MHC is HLA-B08:01 with pseudo-sequence HLA-B08:01. The peptide sequence is RYDDGQSIY. The binding affinity (normalized) is 0.0847. (4) The peptide sequence is FQPQQGQFI. The MHC is H-2-Db with pseudo-sequence H-2-Db. The binding affinity (normalized) is 0.213. (5) The peptide sequence is AFHHKAREL. The MHC is HLA-A03:01 with pseudo-sequence HLA-A03:01. The binding affinity (normalized) is 0. (6) The peptide sequence is ISDPAFKVF. The MHC is HLA-A69:01 with pseudo-sequence HLA-A69:01. The binding affinity (normalized) is 0.0847.